Dataset: Full USPTO retrosynthesis dataset with 1.9M reactions from patents (1976-2016). Task: Predict the reactants needed to synthesize the given product. (1) Given the product [C:1]([CH:3]([C:9]([CH3:10])([CH3:11])[CH2:12][C:13]1[CH:18]=[CH:17][CH:16]=[CH:15][CH:14]=1)[C:4]([O:6][CH2:7][CH3:8])=[O:5])#[N:2], predict the reactants needed to synthesize it. The reactants are: [C:1]([C:3](=[C:9]([CH3:11])[CH3:10])[C:4]([O:6][CH2:7][CH3:8])=[O:5])#[N:2].[CH2:12]([Mg]Cl)[C:13]1[CH:18]=[CH:17][CH:16]=[CH:15][CH:14]=1.Cl. (2) Given the product [Cl:1][C:2]1[CH:21]=[C:20]([Cl:22])[CH:19]=[CH:18][C:3]=1[O:4][CH2:5][C:6]1[CH:7]=[C:8]([CH:9]=[C:10]([O:12][CH:13]([CH3:15])[CH3:14])[CH:11]=1)[CH2:16][O:17][C:24]1[CH:28]=[C:27]([CH2:29][CH2:30][C:31]([OH:33])=[O:32])[N:26]([CH3:36])[N:25]=1, predict the reactants needed to synthesize it. The reactants are: [Cl:1][C:2]1[CH:21]=[C:20]([Cl:22])[CH:19]=[CH:18][C:3]=1[O:4][CH2:5][C:6]1[CH:7]=[C:8]([CH2:16][OH:17])[CH:9]=[C:10]([O:12][CH:13]([CH3:15])[CH3:14])[CH:11]=1.O[C:24]1[CH:28]=[C:27]([CH2:29][CH2:30][C:31]([O:33]CC)=[O:32])[N:26]([CH3:36])[N:25]=1.C(P(CCCC)CCCC)CCC.N(C(N1CCCCC1)=O)=NC(N1CCCCC1)=O.O1CCCC1CCO.[OH-].[Na+].Cl. (3) Given the product [CH3:3][CH:2]([O:4][C:5]1[CH:6]=[CH:7][C:8]([CH3:11])=[N+:9]([O-:17])[CH:10]=1)[CH3:1], predict the reactants needed to synthesize it. The reactants are: [CH3:1][CH:2]([O:4][C:5]1[CH:6]=[CH:7][C:8]([CH3:11])=[N:9][CH:10]=1)[CH3:3].ClC1C=C(C=CC=1)C(OO)=[O:17].C(OCC)(=O)C. (4) Given the product [CH3:1][C:2]1[O:6][N:5]=[C:4]([C:7]2[S:11][C:10]([N:12]3[CH2:13][CH2:14][CH:15]([O:18][C:19]4[CH:24]=[CH:23][N:22]=[CH:21][C:20]=4[NH2:25])[CH2:16][CH2:17]3)=[N:9][N:8]=2)[N:3]=1, predict the reactants needed to synthesize it. The reactants are: [CH3:1][C:2]1[O:6][N:5]=[C:4]([C:7]2[S:11][C:10]([N:12]3[CH2:17][CH2:16][CH:15]([O:18][C:19]4[CH:24]=[CH:23][N:22]=[CH:21][C:20]=4[N+:25]([O-])=O)[CH2:14][CH2:13]3)=[N:9][N:8]=2)[N:3]=1.[NH4+].[Cl-].